This data is from Full USPTO retrosynthesis dataset with 1.9M reactions from patents (1976-2016). The task is: Predict the reactants needed to synthesize the given product. (1) Given the product [Br:21][C:19]1[CH:20]=[C:15]([NH:14][C:2]2[CH:7]=[CH:6][C:5]([O:8][CH:9]3[CH2:12][N:11]([CH3:13])[CH2:10]3)=[CH:4][N:3]=2)[C:16](=[O:23])[N:17]([CH3:22])[CH:18]=1, predict the reactants needed to synthesize it. The reactants are: Br[C:2]1[CH:7]=[CH:6][C:5]([O:8][CH:9]2[CH2:12][N:11]([CH3:13])[CH2:10]2)=[CH:4][N:3]=1.[NH2:14][C:15]1[C:16](=[O:23])[N:17]([CH3:22])[CH:18]=[C:19]([Br:21])[CH:20]=1.C([O-])([O-])=O.[Cs+].[Cs+].CC1(C)C2C(=C(P(C3C=CC=CC=3)C3C=CC=CC=3)C=CC=2)OC2C(P(C3C=CC=CC=3)C3C=CC=CC=3)=CC=CC1=2. (2) Given the product [NH2:30][N:3]1[C:4]([C:11]([F:14])([F:13])[F:12])=[CH:5][C:6](=[O:7])[N:26]([C:19]2[CH:20]=[C:21]([O:22][CH:23]([CH3:24])[CH3:25])[C:16]([Cl:15])=[CH:17][C:18]=2[F:29])[C:27]1=[O:28], predict the reactants needed to synthesize it. The reactants are: [H-].[Na+].[NH2:3]/[C:4](/[C:11]([F:14])([F:13])[F:12])=[CH:5]\[C:6](OCC)=[O:7].[Cl:15][C:16]1[C:21]([O:22][CH:23]([CH3:25])[CH3:24])=[CH:20][C:19]([N:26]=[C:27]=[O:28])=[C:18]([F:29])[CH:17]=1.[N+:30](C1C=C([N+]([O-])=O)C=CC=1ON)([O-])=O. (3) Given the product [CH3:26][N:8]([C:5]1[CH:6]=[CH:7][C:2]([C:37]2[CH:36]=[N:35][N:34]([CH2:33][CH2:32][N:27]3[CH2:28][CH2:29][CH2:30][CH2:31]3)[CH:38]=2)=[CH:3][CH:4]=1)[C:9]([N:11]1[CH2:16][CH2:15][CH:14]([C:17](=[O:25])[C:18]2[CH:23]=[CH:22][C:21]([C:37]3[CH:36]=[N:35][N:34]([CH2:33][CH2:32][N:27]4[CH2:31][CH2:30][CH2:29][CH2:28]4)[CH:38]=3)=[CH:20][CH:19]=2)[CH2:13][CH2:12]1)=[O:10], predict the reactants needed to synthesize it. The reactants are: Br[C:2]1[CH:7]=[CH:6][C:5]([N:8]([CH3:26])[C:9]([N:11]2[CH2:16][CH2:15][CH:14]([C:17](=[O:25])[C:18]3[CH:23]=[CH:22][C:21](Br)=[CH:20][CH:19]=3)[CH2:13][CH2:12]2)=[O:10])=[CH:4][CH:3]=1.[N:27]1([CH2:32][CH2:33][N:34]2[CH:38]=[C:37](B3OC(C)(C)C(C)(C)O3)[CH:36]=[N:35]2)[CH2:31][CH2:30][CH2:29][CH2:28]1.C(=O)([O-])[O-].[Cs+].[Cs+].ClCCl. (4) Given the product [CH2:29]([C:13]([C:9]1[CH:8]=[C:7]([CH:12]=[CH:11][CH:10]=1)[C:31]#[N:32])=[C:14]([C:22]1[CH:27]=[CH:26][C:25]([OH:28])=[CH:24][CH:23]=1)[C:15]1[CH:20]=[CH:19][C:18]([OH:21])=[CH:17][CH:16]=1)[CH3:30], predict the reactants needed to synthesize it. The reactants are: OCCCCO[C:7]1[CH:8]=[C:9]([C:13]([CH2:29][CH3:30])=[C:14]([C:22]2[CH:27]=[CH:26][C:25]([OH:28])=[CH:24][CH:23]=2)[C:15]2[CH:20]=[CH:19][C:18]([OH:21])=[CH:17][CH:16]=2)[CH:10]=[CH:11][CH:12]=1.[C:31]([Cu])#[N:32]. (5) Given the product [N:1]1([CH2:7][C:8]2[CH:15]=[CH:14][C:11]([C:12]#[N:13])=[CH:10][CH:9]=2)[CH2:5][CH2:4][CH2:3][CH2:2]1, predict the reactants needed to synthesize it. The reactants are: [NH:1]1[CH2:5][CH2:4][CH2:3][CH2:2]1.Br[CH2:7][C:8]1[CH:15]=[CH:14][C:11]([C:12]#[N:13])=[CH:10][CH:9]=1.C(N(CC)CC)C.